From a dataset of Catalyst prediction with 721,799 reactions and 888 catalyst types from USPTO. Predict which catalyst facilitates the given reaction. Reactant: [ClH:1].[CH3:2][O:3][C:4]1[CH:5]=[C:6]([C:14]2[CH:56]=[CH:55][C:17]([C:18]([N:20]3[CH2:25][CH2:24][N:23]([CH2:26][CH2:27][CH2:28][N:29]4[CH2:34][CH2:33][N:32]([C:35](=[O:54])[C:36]5[CH:41]=[CH:40][C:39]([C:42]6[CH:47]=[C:46]([O:48][CH3:49])[C:45]([O:50][CH3:51])=[C:44]([O:52][CH3:53])[CH:43]=6)=[CH:38][CH:37]=5)[CH2:31][CH2:30]4)[CH2:22][CH2:21]3)=[O:19])=[CH:16][CH:15]=2)[CH:7]=[C:8]([O:12][CH3:13])[C:9]=1[O:10][CH3:11]. Product: [ClH:1].[ClH:1].[CH3:49][O:48][C:46]1[CH:47]=[C:42]([C:39]2[CH:38]=[CH:37][C:36]([C:35]([N:32]3[CH2:33][CH2:34][N:29]([CH2:28][CH2:27][CH2:26][N:23]4[CH2:24][CH2:25][N:20]([C:18](=[O:19])[C:17]5[CH:55]=[CH:56][C:14]([C:6]6[CH:5]=[C:4]([O:3][CH3:2])[C:9]([O:10][CH3:11])=[C:8]([O:12][CH3:13])[CH:7]=6)=[CH:15][CH:16]=5)[CH2:21][CH2:22]4)[CH2:30][CH2:31]3)=[O:54])=[CH:41][CH:40]=2)[CH:43]=[C:44]([O:52][CH3:53])[C:45]=1[O:50][CH3:51]. The catalyst class is: 8.